This data is from Forward reaction prediction with 1.9M reactions from USPTO patents (1976-2016). The task is: Predict the product of the given reaction. (1) The product is: [CH:7]1([N:13]2[CH:17]=[C:16]([CH2:18][OH:19])[CH:15]=[N:14]2)[CH2:8][CH2:9][CH2:10][CH2:11][CH2:12]1. Given the reactants [H-].[Al+3].[Li+].[H-].[H-].[H-].[CH:7]1([N:13]2[CH:17]=[C:16]([C:18](OC)=[O:19])[CH:15]=[N:14]2)[CH2:12][CH2:11][CH2:10][CH2:9][CH2:8]1.[OH-].[Na+], predict the reaction product. (2) The product is: [Cl:1][C:2]1[N:3]=[CH:4][C:5]([NH2:16])=[C:6]([N:8]2[CH2:13][CH2:12][C:11]([F:14])([F:15])[CH2:10][CH2:9]2)[CH:7]=1. Given the reactants [Cl:1][C:2]1[CH:7]=[C:6]([N:8]2[CH2:13][CH2:12][C:11]([F:15])([F:14])[CH2:10][CH2:9]2)[C:5]([N+:16]([O-])=O)=[CH:4][N:3]=1.[Sn](Cl)Cl.C([O-])(O)=O.[Na+], predict the reaction product.